This data is from Reaction yield outcomes from USPTO patents with 853,638 reactions. The task is: Predict the reaction yield, written as a fraction of the theoretical maximum amount of product (1.0 means a 100% yield; for example, 0.34 means a 34% yield). (1) The reactants are [C:1]([O:5][C:6]([N:8]1[C:12](=[O:13])[CH2:11][CH2:10][C@H:9]1[C:14]([O:16][CH:17]([CH3:19])[CH3:18])=[O:15])=[O:7])([CH3:4])([CH3:3])[CH3:2].[BH4-].[Na+].C(OCC)(=O)C.CCCCCC. The catalyst is CO.O. The product is [C:1]([O:5][C:6]([NH:8][C@@H:9]([CH2:10][CH2:11][CH2:12][OH:13])[C:14]([O:16][CH:17]([CH3:19])[CH3:18])=[O:15])=[O:7])([CH3:2])([CH3:3])[CH3:4]. The yield is 0.640. (2) The reactants are [CH3:1][C:2]1([CH3:22])[CH:14]=[C:13]2[C:5](=[C:6]3[C:11](=[CH:12]2)[CH:10]=[CH:9][C:8]2[CH:15]=[CH:16][C:17](B(O)O)=[CH:18][C:7]3=2)[CH:4]=[CH:3]1.Br[C:24]1[CH:25]=[C:26]([C:31]2[N:36]=[C:35]([C:37]3[CH:42]=[CH:41][CH:40]=[CH:39][CH:38]=3)[N:34]=[C:33]([C:43]3[CH:48]=[CH:47][CH:46]=[CH:45][CH:44]=3)[N:32]=2)[CH:27]=[C:28](Br)[CH:29]=1.C([O-])([O-])=O.[K+].[K+].[N:55]1[CH:60]=[CH:59][CH:58]=[CH:57][C:56]=1[C:61]1[CH:66]=[CH:65][C:64](B(O)O)=[CH:63][CH:62]=1. The catalyst is C1C=CC([P]([Pd]([P](C2C=CC=CC=2)(C2C=CC=CC=2)C2C=CC=CC=2)([P](C2C=CC=CC=2)(C2C=CC=CC=2)C2C=CC=CC=2)[P](C2C=CC=CC=2)(C2C=CC=CC=2)C2C=CC=CC=2)(C2C=CC=CC=2)C2C=CC=CC=2)=CC=1.C(O)C.C1(C)C=CC=CC=1. The product is [CH3:1][C:2]1([CH3:22])[CH:14]=[C:13]2[C:5](=[C:6]3[C:11](=[CH:12]2)[CH:10]=[CH:9][C:8]2[CH:15]=[CH:16][C:17]([C:24]4[CH:25]=[C:26]([C:31]5[N:36]=[C:35]([C:37]6[CH:42]=[CH:41][CH:40]=[CH:39][CH:38]=6)[N:34]=[C:33]([C:43]6[CH:48]=[CH:47][CH:46]=[CH:45][CH:44]=6)[N:32]=5)[CH:27]=[C:28]([C:64]5[CH:63]=[CH:62][C:61]([C:56]6[CH:57]=[CH:58][CH:59]=[CH:60][N:55]=6)=[CH:66][CH:65]=5)[CH:29]=4)=[CH:18][C:7]3=2)[CH:4]=[CH:3]1. The yield is 0.380. (3) The product is [CH3:1][C:2]1[CH:3]=[CH:4][CH:5]=[C:6]2[C:11]=1[C:10](=[O:12])[N:9]([C:13]1[CH:18]=[CH:17][CH:16]=[CH:15][C:14]=1[CH3:19])[C:8]([CH2:20][N:21]([CH3:22])[C:24]1[N:32]=[CH:31][N:30]=[C:29]3[C:25]=1[N:26]=[CH:27][N:28]3[CH:33]1[CH2:38][CH2:37][CH2:36][CH2:35][O:34]1)=[CH:7]2. The reactants are [CH3:1][C:2]1[CH:3]=[CH:4][CH:5]=[C:6]2[C:11]=1[C:10](=[O:12])[N:9]([C:13]1[CH:18]=[CH:17][CH:16]=[CH:15][C:14]=1[CH3:19])[C:8]([CH2:20][NH:21][CH3:22])=[CH:7]2.Cl[C:24]1[N:32]=[CH:31][N:30]=[C:29]2[C:25]=1[N:26]=[CH:27][N:28]2[CH:33]1[CH2:38][CH2:37][CH2:36][CH2:35][O:34]1. The catalyst is CCO. The yield is 0.510. (4) The reactants are [Li]CCCC.Br[C:7]1[CH:12]=[CH:11][C:10]([Br:13])=[CH:9][C:8]=1[O:14][CH2:15][CH2:16]Br.O. The catalyst is C1COCC1. The product is [Br:13][C:10]1[CH:11]=[CH:12][C:7]2[CH2:16][CH2:15][O:14][C:8]=2[CH:9]=1. The yield is 0.940. (5) The product is [NH:12]1[C:11]2[CH:28]=[CH:29][CH:8]=[CH:9][C:10]=2[N:14]=[CH:13]1. The reactants are ClC1C=CC=CC=1CS([C:8]1[CH:29]=[CH:28][C:11]2[N:12](C(OC(C)(C)C)=O)[C:13](C3C=CC=CN=3)=[N:14][C:10]=2[CH:9]=1)(=O)=O.ClC1C=CC=CC=1CS(C1C=CC2N=C(C3C=CC=CN=3)N(C(OC(C)(C)C)=O)C=2C=1)(=O)=O.Cl.O1CCOCC1. The catalyst is CO.CCOCC. The yield is 0.590.